This data is from Catalyst prediction with 721,799 reactions and 888 catalyst types from USPTO. The task is: Predict which catalyst facilitates the given reaction. (1) Reactant: [CH2:1]1[C:9]2[C:4](=[CH:5][CH:6]=[CH:7][CH:8]=2)[CH2:3][CH:2]1[C:10]([OH:12])=O.C(Cl)(=O)C(Cl)=O.Cl.[C:20]1([CH:26]2[CH2:31][CH2:30][NH:29][CH2:28][CH2:27]2)[CH:25]=[CH:24][CH:23]=[CH:22][CH:21]=1.C(N(CC)CC)C. Product: [C:20]1([CH:26]2[CH2:27][CH2:28][N:29]([C:10]([CH:2]3[CH2:1][C:9]4[C:4](=[CH:5][CH:6]=[CH:7][CH:8]=4)[CH2:3]3)=[O:12])[CH2:30][CH2:31]2)[CH:25]=[CH:24][CH:23]=[CH:22][CH:21]=1. The catalyst class is: 34. (2) Reactant: [Cl-].[Al+3].[Cl-].[Cl-].[CH3:5][C:6]1[CH:13]=[C:12]([CH3:14])[C:11]([CH3:15])=[CH:10][C:7]=1[CH:8]=[O:9].[Br:16]Br.O. Product: [Br:16][C:13]1[C:6]([CH3:5])=[C:7]([CH:10]=[C:11]([CH3:15])[C:12]=1[CH3:14])[CH:8]=[O:9]. The catalyst class is: 2. (3) Reactant: [CH:1]1([C:5]2[O:9][N:8]=[C:7]([C:10]3[C:15]([Cl:16])=[CH:14][CH:13]=[CH:12][C:11]=3[Cl:17])[C:6]=2[CH2:18][O:19][C:20]2[CH:25]=[CH:24][C:23]([C:26]3[CH:27]=[C:28]4[C:33](=[CH:34][CH:35]=3)[N:32]=[C:31]([C:36]([O:38]C)=[O:37])[CH:30]=[CH:29]4)=[CH:22][CH:21]=2)[CH2:4][CH2:3][CH2:2]1.O1CCCC1.[OH-].[Na+].Cl. Product: [CH:1]1([C:5]2[O:9][N:8]=[C:7]([C:10]3[C:15]([Cl:16])=[CH:14][CH:13]=[CH:12][C:11]=3[Cl:17])[C:6]=2[CH2:18][O:19][C:20]2[CH:21]=[CH:22][C:23]([C:26]3[CH:27]=[C:28]4[C:33](=[CH:34][CH:35]=3)[N:32]=[C:31]([C:36]([OH:38])=[O:37])[CH:30]=[CH:29]4)=[CH:24][CH:25]=2)[CH2:2][CH2:3][CH2:4]1. The catalyst class is: 370.